Task: Predict the reaction yield, written as a fraction of the theoretical maximum amount of product (1.0 means a 100% yield; for example, 0.34 means a 34% yield).. Dataset: Reaction yield outcomes from USPTO patents with 853,638 reactions (1) The reactants are B(OC(C)C)(OC(C)C)OC(C)C.Br[C:15]1[CH:20]=[CH:19][C:18]([S:21]([N:24]2[CH2:29][CH2:28][N:27]([CH3:30])[CH2:26][CH2:25]2)(=[O:23])=[O:22])=[CH:17][CH:16]=1.C([Li])CCC.Cl.C(=O)([O-])[O-].[Na+].[Na+].[NH2:43][C:44]1[C:45]([C:51]([O:53][CH3:54])=[O:52])=[N:46][C:47](Br)=[CH:48][N:49]=1. The catalyst is O1CCCC1.C1C=CC(P(C2C=CC=CC=2)[C-]2C=CC=C2)=CC=1.C1C=CC(P(C2C=CC=CC=2)[C-]2C=CC=C2)=CC=1.Cl[Pd]Cl.[Fe+2]. The product is [NH2:43][C:44]1[C:45]([C:51]([O:53][CH3:54])=[O:52])=[N:46][C:47]([C:15]2[CH:20]=[CH:19][C:18]([S:21]([N:24]3[CH2:29][CH2:28][N:27]([CH3:30])[CH2:26][CH2:25]3)(=[O:23])=[O:22])=[CH:17][CH:16]=2)=[CH:48][N:49]=1. The yield is 0.690. (2) The reactants are [C:1]([O:5][C:6](=[O:22])[CH2:7][NH:8][CH:9]([C:16]1[CH:21]=[CH:20][CH:19]=[CH:18][CH:17]=1)[C:10]1[CH:15]=[CH:14][CH:13]=[CH:12][CH:11]=1)([CH3:4])([CH3:3])[CH3:2].[CH3:23]CN(C(C)C)C(C)C.CCOCC.[CH3:37][C:38]([CH3:40])=[O:39]. No catalyst specified. The product is [C:1]([O:5][C:6](=[O:22])[CH2:7][N:8]([CH:9]([C:10]1[CH:11]=[CH:12][CH:13]=[CH:14][CH:15]=1)[C:16]1[CH:17]=[CH:18][CH:19]=[CH:20][CH:21]=1)[CH2:37][C:38](=[O:39])[CH2:40][CH3:23])([CH3:4])([CH3:2])[CH3:3]. The yield is 0.980.